The task is: Predict which catalyst facilitates the given reaction.. This data is from Catalyst prediction with 721,799 reactions and 888 catalyst types from USPTO. (1) Reactant: [C:1]([O:5][C:6]([N:8]1[CH2:13][CH2:12][CH:11]([CH:14]=[CH:15][C:16](=[O:23])[C:17]2[CH:18]=[N:19][CH:20]=[CH:21][CH:22]=2)[CH2:10][CH2:9]1)=[O:7])([CH3:4])([CH3:3])[CH3:2]. Product: [C:1]([O:5][C:6]([N:8]1[CH2:9][CH2:10][CH:11]([CH2:14][CH2:15][C:16](=[O:23])[C:17]2[CH:18]=[N:19][CH:20]=[CH:21][CH:22]=2)[CH2:12][CH2:13]1)=[O:7])([CH3:4])([CH3:2])[CH3:3]. The catalyst class is: 29. (2) Reactant: C([Mg]Cl)(C)C.Br[C:7]1[CH:12]=[C:11]([Cl:13])[CH:10]=[CH:9][C:8]=1[O:14][CH3:15].[C:16]([O:20][C:21]([N:23]1[CH2:30][CH2:29][C:26]2([O:28][CH2:27]2)[CH2:25][CH2:24]1)=[O:22])([CH3:19])([CH3:18])[CH3:17].[Cl-].[NH4+]. Product: [C:16]([O:20][C:21]([N:23]1[CH2:30][CH2:29][C:26]([CH2:27][C:7]2[CH:12]=[C:11]([Cl:13])[CH:10]=[CH:9][C:8]=2[O:14][CH3:15])([OH:28])[CH2:25][CH2:24]1)=[O:22])([CH3:19])([CH3:17])[CH3:18]. The catalyst class is: 299. (3) Reactant: Cl[C:2]1[N:7]=[C:6]([O:8][C:9]2[CH:14]=[CH:13][C:12]([NH2:15])=[C:11]([CH3:16])[CH:10]=2)[CH:5]=[CH:4][N:3]=1.[CH3:17][N:18]([CH3:24])[CH2:19][CH2:20][CH2:21][CH2:22][NH2:23].C([O-])([O-])=O.[K+].[K+]. Product: [NH2:15][C:12]1[CH:13]=[CH:14][C:9]([O:8][C:6]2[CH:5]=[CH:4][N:3]=[C:2]([NH:23][CH2:22][CH2:21][CH2:20][CH2:19][N:18]([CH3:24])[CH3:17])[N:7]=2)=[CH:10][C:11]=1[CH3:16]. The catalyst class is: 3. (4) Product: [Cl:24][C:25]1[CH:26]=[C:27]([CH:30]=[C:31]([Cl:33])[CH:32]=1)[CH2:28][NH:29][C:2]1[CH:3]=[CH:4][C:5]([N+:21]([O-:23])=[O:22])=[C:6]([N:8]2[CH2:13][CH2:12][N:11]([C:14]([O:16][C:17]([CH3:20])([CH3:19])[CH3:18])=[O:15])[CH2:10][CH2:9]2)[CH:7]=1. Reactant: F[C:2]1[CH:3]=[CH:4][C:5]([N+:21]([O-:23])=[O:22])=[C:6]([N:8]2[CH2:13][CH2:12][N:11]([C:14]([O:16][C:17]([CH3:20])([CH3:19])[CH3:18])=[O:15])[CH2:10][CH2:9]2)[CH:7]=1.[Cl:24][C:25]1[CH:26]=[C:27]([CH:30]=[C:31]([Cl:33])[CH:32]=1)[CH2:28][NH2:29].C(N(CC)C(C)C)(C)C. The catalyst class is: 10. (5) Product: [CH3:1][O:2][C:3]1[CH:4]=[C:5]([CH:6]=[CH:17][C:18](=[O:19])[CH3:20])[CH:8]=[CH:9][C:10]=1[O:11][CH3:12]. The catalyst class is: 8. Reactant: [CH3:1][O:2][C:3]1[CH:4]=[C:5]([CH:8]=[CH:9][C:10]=1[O:11][CH3:12])[CH:6]=O.O.[OH-].[Na+].Cl.[CH3:17][C:18]([CH3:20])=[O:19].